This data is from Catalyst prediction with 721,799 reactions and 888 catalyst types from USPTO. The task is: Predict which catalyst facilitates the given reaction. (1) Reactant: [C:1]1([NH:7][C:8]2[C:9]3[N:10]([CH:16]=[CH:17][CH:18]=3)[N:11]=[CH:12][C:13]=2[C:14]#[N:15])[CH:6]=[CH:5][CH:4]=[CH:3][CH:2]=1.[OH-:19].[NH4+].OO. Product: [C:1]1([NH:7][C:8]2[C:9]3[N:10]([CH:16]=[CH:17][CH:18]=3)[N:11]=[CH:12][C:13]=2[C:14]([NH2:15])=[O:19])[CH:6]=[CH:5][CH:4]=[CH:3][CH:2]=1. The catalyst class is: 8. (2) Reactant: [NH2:1][C:2]1[CH:3]=[CH:4][C:5]2[N:6]([CH:8]=[CH:9][C:10](=[O:20])[C:11]=2[C:12]2[C:17]([F:18])=[CH:16][CH:15]=[CH:14][C:13]=2[F:19])[N:7]=1.C(N(CC)CC)C.[F:28][C:29]1[CH:37]=[C:36]([F:38])[CH:35]=[CH:34][C:30]=1[C:31](Cl)=[O:32]. Product: [F:18][C:17]1[CH:16]=[CH:15][CH:14]=[C:13]([F:19])[C:12]=1[C:11]1[C:10](=[O:20])[CH:9]=[CH:8][N:6]2[C:5]=1[CH:4]=[CH:3][C:2]([NH:1][C:31](=[O:32])[C:30]1[CH:34]=[CH:35][C:36]([F:38])=[CH:37][C:29]=1[F:28])=[N:7]2. The catalyst class is: 68. (3) Reactant: [Br:1][C:2]1[CH:3]=[C:4]([N:8]2[CH:13]=[CH:12][CH:11]=[C:10]([CH2:14][OH:15])[NH:9]2)[CH:5]=[CH:6][CH:7]=1.C1(P(C2C=CC=CC=2)C2C=CC=CC=2)C=CC=CC=1.O[C:36]1[CH:37]=[C:38]2[C:43](=[CH:44][CH:45]=1)[N:42]=[CH:41][CH:40]=[CH:39]2.CC([O:49]C(/N=N/C(OC(C)C)=O)=O)C. Product: [Br:1][C:2]1[CH:3]=[C:4]([N:8]2[CH:13]=[CH:12][C:11](=[O:49])[C:10]([CH2:14][O:15][C:36]3[CH:37]=[C:38]4[C:43](=[CH:44][CH:45]=3)[N:42]=[CH:41][CH:40]=[CH:39]4)=[N:9]2)[CH:5]=[CH:6][CH:7]=1. The catalyst class is: 1. (4) The catalyst class is: 12. Reactant: [CH3:1][O:2][C:3]1[CH:8]=[CH:7][C:6]([C:9](=O)[CH2:10][N:11]2[C:15]([C:16]([O:18]C)=O)=[CH:14][C:13]3[CH:20]=[CH:21][S:22][C:12]2=3)=[CH:5][CH:4]=1.[CH2:24]([NH2:27])[CH2:25][NH2:26]. Product: [CH3:1][O:2][C:3]1[CH:4]=[CH:5][C:6]([C:9]23[NH:27][CH2:24][CH2:25][N:26]2[C:16](=[O:18])[C:15]2[N:11]([C:12]4[S:22][CH:21]=[CH:20][C:13]=4[CH:14]=2)[CH2:10]3)=[CH:7][CH:8]=1.